Predict which catalyst facilitates the given reaction. From a dataset of Catalyst prediction with 721,799 reactions and 888 catalyst types from USPTO. (1) Reactant: [F:1][C:2]([F:26])([S:16]([C:19]1[CH:24]=[CH:23][CH:22]=[C:21]([F:25])[CH:20]=1)(=[O:18])=[O:17])[CH:3]1[CH2:8][CH2:7][N:6](C(OC(C)(C)C)=O)[CH2:5][CH2:4]1.Cl.O1CCOCC1. Product: [F:26][C:2]([F:1])([S:16]([C:19]1[CH:24]=[CH:23][CH:22]=[C:21]([F:25])[CH:20]=1)(=[O:18])=[O:17])[CH:3]1[CH2:8][CH2:7][NH:6][CH2:5][CH2:4]1. The catalyst class is: 12. (2) Reactant: Cl.Cl.[Cl:3][C:4]1[C:5]([CH3:40])=[C:6]([NH:10][C:11]([C:13]2[C:21]3[N:20]=[C:19]([C@@H:22]4[CH2:26][CH2:25][CH2:24][NH:23]4)[NH:18][C:17]=3[CH:16]=[C:15]([NH:27][C:28]([C:30]3[CH:35]=[CH:34][CH:33]=[CH:32][C:31]=3[C:36]([F:39])([F:38])[F:37])=[O:29])[CH:14]=2)=[O:12])[CH:7]=[CH:8][CH:9]=1.N1C=CC=CC=1.[C:47](Cl)(=[O:49])[CH3:48]. Product: [C:47]([N:23]1[CH2:24][CH2:25][CH2:26][C@H:22]1[C:19]1[NH:18][C:17]2[CH:16]=[C:15]([NH:27][C:28]([C:30]3[CH:35]=[CH:34][CH:33]=[CH:32][C:31]=3[C:36]([F:39])([F:37])[F:38])=[O:29])[CH:14]=[C:13]([C:11]([NH:10][C:6]3[CH:7]=[CH:8][CH:9]=[C:4]([Cl:3])[C:5]=3[CH3:40])=[O:12])[C:21]=2[N:20]=1)(=[O:49])[CH3:48]. The catalyst class is: 1. (3) Reactant: C(O[C:6]([NH:8][C@@H:9]([CH:13]([CH3:15])[CH3:14])[C:10]([OH:12])=O)=[O:7])(C)(C)C.IC1C=C(N)C(N)=CC=1.C(N(C(C)C)CC)(C)C.N1([O:43][C:44](N(C)C)=[N+](C)C)C2C=CC=CC=2N=N1.C(=O)([O-])[O-].[Na+].[Na+].C(OC(=O)[NH:63][C@H:64]([C:68](=O)[NH:69][C:70]1[CH:75]=[CH:74][C:73]([I:76])=[CH:72][C:71]=1[NH2:77])[CH:65]([CH3:67])[CH3:66])(C)(C)C.[C:80]([O:84][C:85](=O)N[C@H](C(=O)NC1C=C(I)C=CC=1N)C(C)C)([CH3:83])([CH3:82])C. Product: [OH:43][CH2:44][CH2:85][O:84][C:80]1[CH:82]=[CH:14][C:13]([C@H:9]2[NH:8][C:6](=[O:7])[N:63]([C@H:64]([C:68]3[NH:69][C:70]4[CH:75]=[CH:74][C:73]([I:76])=[CH:72][C:71]=4[N:77]=3)[CH:65]([CH3:66])[CH3:67])[C:10]2=[O:12])=[CH:15][CH:83]=1. The catalyst class is: 9. (4) Reactant: Br[CH2:2][CH2:3][O:4][CH:5]1[CH2:10][CH2:9][CH2:8][CH2:7][O:6]1.[N-:11]=[N+:12]=[N-:13].[Na+].CCOC(C)=O.O. Product: [N:11]([CH2:2][CH2:3][O:4][CH:5]1[CH2:10][CH2:9][CH2:8][CH2:7][O:6]1)=[N+:12]=[N-:13]. The catalyst class is: 639. (5) Reactant: [CH3:1][O:2][C:3]1[CH:4]=[C:5]([C:11]2[C@@H:20]3[C@@H:15]([CH2:16][CH2:17][CH2:18][CH2:19]3)[C:14](=[O:21])[N:13]([CH:22]3[CH2:27][CH2:26][N:25]([C:28](=[O:38])[CH2:29][NH:30]C(=O)OC(C)(C)C)[CH2:24][CH2:23]3)[N:12]=2)[CH:6]=[CH:7][C:8]=1[O:9][CH3:10].[ClH:39]. Product: [ClH:39].[NH2:30][CH2:29][C:28]([N:25]1[CH2:24][CH2:23][CH:22]([N:13]2[N:12]=[C:11]([C:5]3[CH:6]=[CH:7][C:8]([O:9][CH3:10])=[C:3]([O:2][CH3:1])[CH:4]=3)[C@@H:20]3[C@@H:15]([CH2:16][CH2:17][CH2:18][CH2:19]3)[C:14]2=[O:21])[CH2:27][CH2:26]1)=[O:38]. The catalyst class is: 12. (6) Product: [CH2:1]([N:27]1[CH2:26][CH2:25][CH:24]([C:21]2[CH:22]=[CH:23][C:18]([N+:15]([O-:17])=[O:16])=[CH:19][CH:20]=2)[CH2:29][CH2:28]1)[CH3:2]. Reactant: [C:1](O[BH-](OC(=O)C)OC(=O)C)(=O)[CH3:2].[Na+].[N+:15]([C:18]1[CH:23]=[CH:22][C:21]([CH:24]2[CH2:29][CH2:28][NH:27][CH2:26][CH2:25]2)=[CH:20][CH:19]=1)([O-:17])=[O:16].C(=O)C.C([O-])(O)=O.[Na+]. The catalyst class is: 2.